From a dataset of Forward reaction prediction with 1.9M reactions from USPTO patents (1976-2016). Predict the product of the given reaction. (1) The product is: [CH2:24]([NH:31][C:21]([C:5]1[S:4][C:3]([S:2][CH3:1])=[C:20]2[C:10]3[N:11]=[C:12]([C:14]4[CH:19]=[CH:18][CH:17]=[CH:16][CH:15]=4)[S:13][C:9]=3[CH2:8][CH2:7][C:6]=12)=[O:22])[CH3:25]. Given the reactants [CH3:1][S:2][C:3]1[S:4][C:5]([C:21](O)=[O:22])=[C:6]2[C:20]=1[C:10]1[N:11]=[C:12]([C:14]3[CH:19]=[CH:18][CH:17]=[CH:16][CH:15]=3)[S:13][C:9]=1[CH2:8][CH2:7]2.[C:24](Cl)(=O)[C:25](Cl)=O.C[N:31](C)C=O, predict the reaction product. (2) Given the reactants [NH2:1][C:2]1[C:3]2[C:10]([C:11]3[CH:16]=[CH:15][C:14]([O:17][C:18]4[CH:23]=[CH:22][CH:21]=[CH:20][CH:19]=4)=[CH:13][CH:12]=3)=[CH:9][N:8]([CH:24]3[CH2:29][CH2:28][C:27](=O)[CH2:26][CH2:25]3)[C:4]=2[N:5]=[CH:6][N:7]=1.[NH:31]1[CH2:35][CH2:34][C@@H:33]([OH:36])[CH2:32]1.C(O[BH-](OC(=O)C)OC(=O)C)(=O)C.[Na+].C(=O)(O)[O-].[Na+], predict the reaction product. The product is: [NH2:1][C:2]1[C:3]2[C:10]([C:11]3[CH:12]=[CH:13][C:14]([O:17][C:18]4[CH:23]=[CH:22][CH:21]=[CH:20][CH:19]=4)=[CH:15][CH:16]=3)=[CH:9][N:8]([C@@H:24]3[CH2:29][CH2:28][C@H:27]([N:31]4[CH2:35][CH2:34][C@@H:33]([OH:36])[CH2:32]4)[CH2:26][CH2:25]3)[C:4]=2[N:5]=[CH:6][N:7]=1. (3) Given the reactants [CH:1]([N:4]1[CH2:9][CH2:8][N:7]([C:10]([C:12]2[O:16][C:15]([CH:17]=O)=[CH:14][CH:13]=2)=[O:11])[CH2:6][CH2:5]1)([CH3:3])[CH3:2].[CH3:19][N+:20]([CH3:23])=CCl.[Cl-].[CH:25]([C:27]1OC(C(O)=O)=C[CH:28]=1)=O.Cl.Cl.C(N1CCNCC1)(C)C, predict the reaction product. The product is: [CH:1]([N:4]1[CH2:5][CH2:6][N:7]([C:10]([C:12]2[O:16][C:15]([CH2:17][N:20]3[CH2:23][CH2:28][CH2:27][CH2:25][CH2:19]3)=[CH:14][CH:13]=2)=[O:11])[CH2:8][CH2:9]1)([CH3:2])[CH3:3]. (4) Given the reactants C([O-])([O-])=O.[K+].[K+].Br[C:8]1[N:13]=[C:12]([Cl:14])[C:11]2[N:15]=[C:16]([C:20]3[C:21]([NH2:25])=[N:22][O:23][N:24]=3)[N:17]([CH2:18][CH3:19])[C:10]=2[CH:9]=1.[NH2:26][C:27]1[CH:28]=[C:29](B(O)O)[CH:30]=[CH:31][CH:32]=1, predict the reaction product. The product is: [NH2:26][C:27]1[CH:32]=[C:31]([C:8]2[N:13]=[C:12]([Cl:14])[C:11]3[N:15]=[C:16]([C:20]4[C:21]([NH2:25])=[N:22][O:23][N:24]=4)[N:17]([CH2:18][CH3:19])[C:10]=3[CH:9]=2)[CH:30]=[CH:29][CH:28]=1. (5) Given the reactants [C:1]([N:8](C(OC(C)(C)C)=O)[C:9]1[S:10][C:11]([C:15](=[O:21])/[CH:16]=[CH:17]/[N:18]([CH3:20])[CH3:19])=[C:12]([CH3:14])[N:13]=1)([O:3][C:4]([CH3:7])([CH3:6])[CH3:5])=[O:2].C[O-].[Na+].[OH-].[Na+].Cl, predict the reaction product. The product is: [C:1]([NH:8][C:9]1[S:10][C:11]([C:15](=[O:21])/[CH:16]=[CH:17]/[N:18]([CH3:19])[CH3:20])=[C:12]([CH3:14])[N:13]=1)([O:3][C:4]([CH3:7])([CH3:6])[CH3:5])=[O:2]. (6) Given the reactants [Cl:1][C:2]1[N:10]=[CH:9][C:8]([F:11])=[CH:7][C:3]=1[C:4](O)=[O:5].C1C=CC2N(O)N=[N:18]C=2C=1.C1N(P(Cl)(N2C(=O)OCC2)=O)C(=O)OC1.[Cl-].[NH4+].CCN(C(C)C)C(C)C, predict the reaction product. The product is: [Cl:1][C:2]1[N:10]=[CH:9][C:8]([F:11])=[CH:7][C:3]=1[C:4]([NH2:18])=[O:5]. (7) The product is: [CH2:19]([NH:1][C:2]1[CH:7]=[CH:6][C:5]([S:8][C:9]2[CH:10]=[CH:11][C:12]([OH:15])=[CH:13][CH:14]=2)=[C:4]([N+:16]([O-:18])=[O:17])[CH:3]=1)[C:20]1[CH:25]=[CH:24][CH:23]=[CH:22][CH:21]=1. Given the reactants [NH2:1][C:2]1[CH:7]=[CH:6][C:5]([S:8][C:9]2[CH:14]=[CH:13][C:12]([OH:15])=[CH:11][CH:10]=2)=[C:4]([N+:16]([O-:18])=[O:17])[CH:3]=1.[CH:19](=O)[C:20]1[CH:25]=[CH:24][CH:23]=[CH:22][CH:21]=1.C([BH3-])#N.[Na+].C(O)(=O)C, predict the reaction product.